Predict the reactants needed to synthesize the given product. From a dataset of Full USPTO retrosynthesis dataset with 1.9M reactions from patents (1976-2016). (1) Given the product [Cl:54][C:55]1[CH:60]=[CH:59][CH:58]=[C:57]([C:61]([F:64])([F:63])[F:62])[C:56]=1[NH:65][C:66](=[O:67])[NH:32][C:33]1[CH:34]=[CH:35][C:36]([C:39]2[S:43][C:42]([CH:44]3[CH2:45][CH2:46][CH:47]([C:50]([O:52][CH3:53])=[O:51])[CH2:48][CH2:49]3)=[N:41][CH:40]=2)=[CH:37][CH:38]=1, predict the reactants needed to synthesize it. The reactants are: FC(F)(F)C1C=C(NC(=O)NC2C=CC(C3SC(CCC(OC)=O)=NC=3)=CC=2)C=CC=1.[NH2:32][C:33]1[CH:38]=[CH:37][C:36]([C:39]2[S:43][C:42]([CH:44]3[CH2:49][CH2:48][CH:47]([C:50]([O:52][CH3:53])=[O:51])[CH2:46][CH2:45]3)=[N:41][CH:40]=2)=[CH:35][CH:34]=1.[Cl:54][C:55]1[CH:60]=[CH:59][CH:58]=[C:57]([C:61]([F:64])([F:63])[F:62])[C:56]=1[N:65]=[C:66]=[O:67]. (2) Given the product [O:31]=[S:2]1(=[O:1])[C:7]2[CH:8]=[CH:9][CH:10]=[CH:11][C:6]=2[NH:5][C:4]([C:12]2[C:13](=[O:30])[N:14]([CH2:23][CH2:24][CH:25]=[O:26])[C:15]3[C:20]([C:21]=2[OH:22])=[CH:19][CH:18]=[CH:17][N:16]=3)=[N:3]1, predict the reactants needed to synthesize it. The reactants are: [O:1]=[S:2]1(=[O:31])[C:7]2[CH:8]=[CH:9][CH:10]=[CH:11][C:6]=2[NH:5][C:4]([C:12]2[C:13](=[O:30])[N:14]([CH2:23][CH2:24][CH:25]3OCC[O:26]3)[C:15]3[C:20]([C:21]=2[OH:22])=[CH:19][CH:18]=[CH:17][N:16]=3)=[N:3]1.S(=O)(=O)(O)O. (3) Given the product [C:7]([N:11]([C:39](=[O:40])[C:38]1[CH:42]=[C:43]([CH3:45])[CH:44]=[C:36]([CH3:35])[CH:37]=1)[NH:12][C:13]([C:15]1[CH:33]=[CH:32][C:18]2[O:19][CH2:20][CH:21]([CH2:23][O:24][Si:25]([C:28]([CH3:31])([CH3:30])[CH3:29])([CH3:27])[CH3:26])[O:22][C:17]=2[C:16]=1[CH3:34])=[O:14])([CH3:10])([CH3:9])[CH3:8], predict the reactants needed to synthesize it. The reactants are: C(=O)([O-])[O-].[K+].[K+].[C:7]([NH:11][NH:12][C:13]([C:15]1[CH:33]=[CH:32][C:18]2[O:19][CH2:20][CH:21]([CH2:23][O:24][Si:25]([C:28]([CH3:31])([CH3:30])[CH3:29])([CH3:27])[CH3:26])[O:22][C:17]=2[C:16]=1[CH3:34])=[O:14])([CH3:10])([CH3:9])[CH3:8].[CH3:35][C:36]1[CH:37]=[C:38]([CH:42]=[C:43]([CH3:45])[CH:44]=1)[C:39](Cl)=[O:40].CCOCC.CCCCCC. (4) The reactants are: Cl[C:2]1[N:11]=[CH:10][C:9]2[N:8]([CH3:12])[C:7](=[O:13])[CH2:6][N:5]([CH:14]([CH3:16])[CH3:15])[C:4]=2[N:3]=1.C[O:18][C:19](=[O:32])[C:20]1[CH:25]=[C:24]([NH:26][S:27]([CH3:30])(=[O:29])=[O:28])[CH:23]=[C:22]([NH2:31])[CH:21]=1. Given the product [CH:14]([N:5]1[C:4]2[N:3]=[C:2]([NH:31][C:22]3[CH:21]=[C:20]([CH:25]=[C:24]([NH:26][S:27]([CH3:30])(=[O:29])=[O:28])[CH:23]=3)[C:19]([OH:32])=[O:18])[N:11]=[CH:10][C:9]=2[N:8]([CH3:12])[C:7](=[O:13])[CH2:6]1)([CH3:16])[CH3:15], predict the reactants needed to synthesize it. (5) The reactants are: C(OC([NH:8][CH2:9][CH2:10][O:11][C:12]1[CH:13]=[C:14]([CH:29]=[C:30]([O:32][C:33]2[CH:38]=[CH:37][CH:36]=[CH:35][CH:34]=2)[CH:31]=1)[CH2:15][O:16][C:17]1[CH:22]=[CH:21][C:20]([CH2:23][CH2:24][C:25]([OH:27])=[O:26])=[CH:19][C:18]=1[F:28])=O)(C)(C)C.[ClH:39]. Given the product [ClH:39].[NH2:8][CH2:9][CH2:10][O:11][C:12]1[CH:13]=[C:14]([CH:29]=[C:30]([O:32][C:33]2[CH:34]=[CH:35][CH:36]=[CH:37][CH:38]=2)[CH:31]=1)[CH2:15][O:16][C:17]1[CH:22]=[CH:21][C:20]([CH2:23][CH2:24][C:25]([OH:27])=[O:26])=[CH:19][C:18]=1[F:28], predict the reactants needed to synthesize it. (6) The reactants are: [CH2:1]([CH:3]([CH2:12][CH:13]=[CH2:14])[CH:4]([OH:11])[CH2:5][C:6]([O:8]CC)=[O:7])[CH3:2]. Given the product [CH2:1]([CH:3]([CH2:12][CH:13]=[CH2:14])[CH:4]([OH:11])[CH2:5][C:6]([OH:8])=[O:7])[CH3:2], predict the reactants needed to synthesize it. (7) Given the product [O:31]1[CH:32]=[CH:33][CH:34]=[C:30]1[C:28]([C:27]1[CH:26]=[N:25][N:24]2[C:5]([C:7]3[CH:8]=[C:9]([N:13]([CH3:20])[C:14]([CH:16]4[CH2:17][CH2:18][CH2:19]4)=[O:15])[CH:10]=[CH:11][CH:12]=3)=[CH:4][CH:3]=[N:2][C:21]=12)=[O:29], predict the reactants needed to synthesize it. The reactants are: C[N:2]([CH3:21])[CH:3]=[CH:4][C:5]([C:7]1[CH:8]=[C:9]([N:13]([CH3:20])[C:14]([CH:16]2[CH2:19][CH2:18][CH2:17]2)=[O:15])[CH:10]=[CH:11][CH:12]=1)=O.NC1[C:27]([C:28]([C:30]2[O:31][CH:32]=[CH:33][CH:34]=2)=[O:29])=[CH:26][NH:25][N:24]=1. (8) Given the product [F:27][C:21]1[CH:22]=[C:23]([F:26])[CH:24]=[CH:25][C:20]=1[N:16]1[C:15]([C:9]2[S:8][C:7]3[C:6]4[N:28]=[C:2]([NH:37][CH2:36][CH:33]5[CH2:34][CH2:35][N:30]([CH3:29])[CH2:31][CH2:32]5)[CH:3]=[CH:4][C:5]=4[O:14][CH2:13][CH2:12][C:11]=3[CH:10]=2)=[N:19][CH:18]=[N:17]1, predict the reactants needed to synthesize it. The reactants are: Cl[C:2]1[CH:3]=[CH:4][C:5]2[O:14][CH2:13][CH2:12][C:11]3[CH:10]=[C:9]([C:15]4[N:16]([C:20]5[CH:25]=[CH:24][C:23]([F:26])=[CH:22][C:21]=5[F:27])[N:17]=[CH:18][N:19]=4)[S:8][C:7]=3[C:6]=2[N:28]=1.[CH3:29][N:30]1[CH2:35][CH2:34][CH:33]([CH2:36][NH2:37])[CH2:32][CH2:31]1.C(N1CCN2CCN(CCCC)P1N(CCCC)CC2)CCC.CC(C)([O-])C. (9) Given the product [F:16][C:10]1[CH:11]=[C:12]([F:15])[CH:13]=[CH:14][C:9]=1[C:7]1[C:6]([F:17])=[CH:5][N:4]=[C:3]([NH:28][C:27]2[CH:29]=[CH:30][CH:31]=[C:25]([CH2:24][S:21]([CH:19]([CH3:20])[CH3:18])(=[O:23])=[O:22])[CH:26]=2)[N:8]=1, predict the reactants needed to synthesize it. The reactants are: Cl.Cl[C:3]1[N:8]=[C:7]([C:9]2[CH:14]=[CH:13][C:12]([F:15])=[CH:11][C:10]=2[F:16])[C:6]([F:17])=[CH:5][N:4]=1.[CH3:18][CH:19]([S:21]([CH2:24][C:25]1[CH:26]=[C:27]([CH:29]=[CH:30][CH:31]=1)[NH2:28])(=[O:23])=[O:22])[CH3:20].C(=O)(O)[O-].[Na+].